The task is: Predict the reaction yield, written as a fraction of the theoretical maximum amount of product (1.0 means a 100% yield; for example, 0.34 means a 34% yield).. This data is from Reaction yield outcomes from USPTO patents with 853,638 reactions. (1) The product is [CH3:1][O:2][C:3]1[CH:4]=[C:5]2[C:9](=[CH:10][C:11]=1[NH2:12])[N:8]([S:15]([C:18]1[CH:23]=[CH:22][C:21]([CH3:24])=[CH:20][CH:19]=1)(=[O:16])=[O:17])[CH2:7][CH2:6]2. The catalyst is C1COCC1.CO. The reactants are [CH3:1][O:2][C:3]1[CH:4]=[C:5]2[C:9](=[CH:10][C:11]=1[N+:12]([O-])=O)[N:8]([S:15]([C:18]1[CH:23]=[CH:22][C:21]([CH3:24])=[CH:20][CH:19]=1)(=[O:17])=[O:16])[CH2:7][CH2:6]2.[BH4-].[Na+]. The yield is 0.810. (2) The reactants are [NH2:1][C:2]1[C:9]([O:10][CH2:11][CH2:12][C:13]2[CH:18]=[CH:17][CH:16]=[CH:15][N:14]=2)=[CH:8][C:7]([OH:19])=[CH:6][C:3]=1[C:4]#[N:5].C(P(CCCC)CCCC)CCC.[CH3:33][O:34][CH2:35][C@H:36](O)[CH3:37].N(C(N1CCCCC1)=O)=NC(N1CCCCC1)=O. The catalyst is O1CCCC1. The product is [NH2:1][C:2]1[C:9]([O:10][CH2:11][CH2:12][C:13]2[CH:18]=[CH:17][CH:16]=[CH:15][N:14]=2)=[CH:8][C:7]([O:19][C@@H:36]([CH3:37])[CH2:35][O:34][CH3:33])=[CH:6][C:3]=1[C:4]#[N:5]. The yield is 1.00.